This data is from Full USPTO retrosynthesis dataset with 1.9M reactions from patents (1976-2016). The task is: Predict the reactants needed to synthesize the given product. Given the product [F:26][C:27]1[CH:32]=[C:31]([N+:33]([O-:35])=[O:34])[CH:30]=[CH:29][C:28]=1[O:36][C:2]1[CH:7]=[CH:6][N:5]=[C:4]2[CH:8]=[C:9]([C:11]3[CH:12]=[N:13][C:14](=[O:25])[N:15]([CH2:17][CH2:18][N:19]4[CH2:24][CH2:23][O:22][CH2:21][CH2:20]4)[CH:16]=3)[S:10][C:3]=12, predict the reactants needed to synthesize it. The reactants are: Cl[C:2]1[CH:7]=[CH:6][N:5]=[C:4]2[CH:8]=[C:9]([C:11]3[CH:12]=[N:13][C:14](=[O:25])[N:15]([CH2:17][CH2:18][N:19]4[CH2:24][CH2:23][O:22][CH2:21][CH2:20]4)[CH:16]=3)[S:10][C:3]=12.[F:26][C:27]1[CH:32]=[C:31]([N+:33]([O-:35])=[O:34])[CH:30]=[CH:29][C:28]=1[OH:36].C([O-])([O-])=O.[K+].[K+].